From a dataset of Catalyst prediction with 721,799 reactions and 888 catalyst types from USPTO. Predict which catalyst facilitates the given reaction. Product: [F:11][C:12]1[CH:17]=[CH:16][CH:15]=[CH:14][C:13]=1[O:8][CH:5]1[CH2:6][CH2:7][N:2]([CH3:1])[CH2:3][CH2:4]1. Reactant: [CH3:1][N:2]1[CH2:7][CH2:6][CH:5]([OH:8])[CH2:4][CH2:3]1.[H-].[Na+].[F:11][C:12]1[CH:17]=[CH:16][CH:15]=[CH:14][C:13]=1F. The catalyst class is: 3.